The task is: Predict the reaction yield, written as a fraction of the theoretical maximum amount of product (1.0 means a 100% yield; for example, 0.34 means a 34% yield).. This data is from Reaction yield outcomes from USPTO patents with 853,638 reactions. The reactants are ClC1N=C(C2SC(C(C)C)=NC=2C2C=C(N[S:23]([C:26]3[C:31]([F:32])=[CH:30][CH:29]=[CH:28][C:27]=3[F:33])(=[O:25])=[O:24])C=CC=2)C=CN=1.[Cl:34][C:35]1[N:40]=[C:39]([C:41]2[S:45][C:44]([N:46]3[CH2:51][CH2:50][O:49][CH2:48][CH2:47]3)=[N:43][C:42]=2[C:52]2[C:53]([O:59][CH3:60])=[C:54]([CH:56]=[CH:57][CH:58]=2)[NH2:55])[CH:38]=[CH:37][N:36]=1.FC1C=CC=C(F)C=1S(Cl)(=O)=O. No catalyst specified. The product is [Cl:34][C:35]1[N:40]=[C:39]([C:41]2[S:45][C:44]([N:46]3[CH2:47][CH2:48][O:49][CH2:50][CH2:51]3)=[N:43][C:42]=2[C:52]2[C:53]([O:59][CH3:60])=[C:54]([NH:55][S:23]([C:26]3[C:31]([F:32])=[CH:30][CH:29]=[CH:28][C:27]=3[F:33])(=[O:25])=[O:24])[CH:56]=[CH:57][CH:58]=2)[CH:38]=[CH:37][N:36]=1. The yield is 0.272.